This data is from Forward reaction prediction with 1.9M reactions from USPTO patents (1976-2016). The task is: Predict the product of the given reaction. (1) Given the reactants [OH:1][CH2:2][C:3]1[CH:48]=[CH:47][CH:46]=[CH:45][C:4]=1[C:5]([O:7][C@:8]([C:37]1[CH:42]=[CH:41][C:40]([F:43])=[CH:39][C:38]=1[F:44])([CH2:31][N:32]1[CH:36]=[N:35][CH:34]=[N:33]1)[C@H:9]([S:11][C@@H:12]1[CH2:17][O:16][C@@H:15](/[CH:18]=[CH:19]/[CH:20]=[CH:21]/[C:22]2[CH:27]=[CH:26][C:25]([C:28]#[N:29])=[CH:24][C:23]=2[F:30])[O:14][CH2:13]1)[CH3:10])=[O:6].[CH3:49][N:50]([CH3:55])[CH2:51][C:52](O)=[O:53].[Cl-].ClC1N(C)CC[NH+]1C.CN1CCN(C)C1=O, predict the reaction product. The product is: [CH3:49][N:50]([CH2:51][C:52]([O:1][CH2:2][C:3]1[CH:48]=[CH:47][CH:46]=[CH:45][C:4]=1[C:5]([O:7][C@:8]([C:37]1[CH:42]=[CH:41][C:40]([F:43])=[CH:39][C:38]=1[F:44])([CH2:31][N:32]1[CH:36]=[N:35][CH:34]=[N:33]1)[C@H:9]([S:11][C@@H:12]1[CH2:17][O:16][C@@H:15](/[CH:18]=[CH:19]/[CH:20]=[CH:21]/[C:22]2[CH:27]=[CH:26][C:25]([C:28]#[N:29])=[CH:24][C:23]=2[F:30])[O:14][CH2:13]1)[CH3:10])=[O:6])=[O:53])[CH3:55]. (2) Given the reactants [OH:1][CH2:2][CH2:3][CH2:4][CH2:5][O:6][CH2:7][C:8]1[CH:13]=[CH:12][C:11]([CH:14]=[CH2:15])=[CH:10][CH:9]=1.C(N(CC)CC)C.Cl[P:24]1(=[O:29])[O:28][CH2:27][CH2:26][O:25]1, predict the reaction product. The product is: [O:29]=[P:24]1([O:1][CH2:2][CH2:3][CH2:4][CH2:5][O:6][CH2:7][C:8]2[CH:13]=[CH:12][C:11]([CH:14]=[CH2:15])=[CH:10][CH:9]=2)[O:28][CH2:27][CH2:26][O:25]1. (3) Given the reactants [C:1]([C:3]1[CH:18]=[CH:17][C:6]([O:7][C:8]2[CH:9]=[C:10]([CH:14]=[CH:15][CH:16]=2)[C:11]([OH:13])=O)=[CH:5][CH:4]=1)#[N:2].[CH3:19][N:20]1[CH:24]=[CH:23][C:22]([NH2:25])=[N:21]1.Cl.C(N=C=NCCCN(C)C)C.ON1C2C=CC=CC=2N=N1, predict the reaction product. The product is: [C:1]([C:3]1[CH:4]=[CH:5][C:6]([O:7][C:8]2[CH:9]=[C:10]([CH:14]=[CH:15][CH:16]=2)[C:11]([NH:25][C:22]2[CH:23]=[CH:24][N:20]([CH3:19])[N:21]=2)=[O:13])=[CH:17][CH:18]=1)#[N:2]. (4) Given the reactants [CH:1]1[C:10]2[C:5](=[CH:6][C:7]([NH:11][C:12](=[O:39])[CH:13]([C:23]3[CH:28]=[CH:27][C:26]([O:29][CH2:30][C:31](=[O:38])[C:32]4[CH:37]=[CH:36][CH:35]=[CH:34][CH:33]=4)=[CH:25][CH:24]=3)[CH2:14][NH:15][C:16](=[O:22])[O:17][C:18]([CH3:21])([CH3:20])[CH3:19])=[CH:8][CH:9]=2)[CH:4]=[CH:3][N:2]=1.[BH4-].[Na+], predict the reaction product. The product is: [OH:38][CH:31]([C:32]1[CH:33]=[CH:34][CH:35]=[CH:36][CH:37]=1)[CH2:30][O:29][C:26]1[CH:25]=[CH:24][C:23]([CH:13]([C:12]([NH:11][C:7]2[CH:6]=[C:5]3[C:10](=[CH:9][CH:8]=2)[CH:1]=[N:2][CH:3]=[CH:4]3)=[O:39])[CH2:14][NH:15][C:16](=[O:22])[O:17][C:18]([CH3:21])([CH3:19])[CH3:20])=[CH:28][CH:27]=1.